This data is from Reaction yield outcomes from USPTO patents with 853,638 reactions. The task is: Predict the reaction yield, written as a fraction of the theoretical maximum amount of product (1.0 means a 100% yield; for example, 0.34 means a 34% yield). (1) The reactants are [CH3:1][O:2][C:3]1[CH:4]=[C:5]([CH:37]=[CH:38][C:39]=1[O:40][CH3:41])[C:6]([N:8]1[C:17]2[C:12](=[CH:13][CH:14]=[CH:15][CH:16]=2)[CH:11]([N:18]2[C:27]3[C:22](=[CH:23][C:24]([O:28][CH2:29][CH2:30][CH2:31][CH2:32][C:33](O)=[O:34])=[CH:25][CH:26]=3)[CH2:21][CH2:20][CH2:19]2)[CH2:10][CH:9]1[CH3:36])=[O:7].C(Cl)(=O)C(Cl)=O.CN(C=O)C.[CH2:53]([NH2:56])[CH2:54][CH3:55]. The catalyst is C1COCC1.N1C=CC=CC=1.C(OCC)(=O)C. The product is [CH3:1][O:2][C:3]1[CH:4]=[C:5]([CH:37]=[CH:38][C:39]=1[O:40][CH3:41])[C:6]([N:8]1[C:17]2[C:12](=[CH:13][CH:14]=[CH:15][CH:16]=2)[CH:11]([N:18]2[C:27]3[C:22](=[CH:23][C:24]([O:28][CH2:29][CH2:30][CH2:31][CH2:32][C:33]([NH:56][CH2:53][CH2:54][CH3:55])=[O:34])=[CH:25][CH:26]=3)[CH2:21][CH2:20][CH2:19]2)[CH2:10][CH:9]1[CH3:36])=[O:7]. The yield is 0.240. (2) The reactants are [C:1]([N:5]1[CH2:10][CH2:9][N:8]([C:11]2[C:20]3[C:15](=[CH:16][C:17]([C:22]4[C:31]5[C:26](=[CH:27][CH:28]=[CH:29][CH:30]=5)[CH:25]=[C:24]([OH:32])[CH:23]=4)=[C:18]([Cl:21])[CH:19]=3)[N:14]=[C:13]([C:33]([NH2:35])=O)[N:12]=2)[CH2:7][CH2:6]1)(=[O:4])[CH:2]=[CH2:3].CCN(CC)CC.O(C(C(F)(F)F)=O)C(C(F)(F)F)=O. The catalyst is ClCCl. The product is [C:1]([N:5]1[CH2:10][CH2:9][N:8]([C:11]2[C:20]3[C:15](=[CH:16][C:17]([C:22]4[C:31]5[C:26](=[CH:27][CH:28]=[CH:29][CH:30]=5)[CH:25]=[C:24]([OH:32])[CH:23]=4)=[C:18]([Cl:21])[CH:19]=3)[N:14]=[C:13]([C:33]#[N:35])[N:12]=2)[CH2:7][CH2:6]1)(=[O:4])[CH:2]=[CH2:3]. The yield is 0.188. (3) The reactants are [Cl:1][C:2]1[CH:7]=[C:6]([Cl:8])[CH:5]=[CH:4][C:3]=1[C:9]1[CH:17]=[C:16]2[C:12]([C:13]([CH3:23])=[C:14]([C:19]([O:21]C)=[O:20])[N:15]2[OH:18])=[C:11]([C:24]([F:27])([F:26])[F:25])[CH:10]=1.[OH-].[Li+]. The catalyst is C1COCC1.CO. The product is [Cl:1][C:2]1[CH:7]=[C:6]([Cl:8])[CH:5]=[CH:4][C:3]=1[C:9]1[CH:17]=[C:16]2[C:12]([C:13]([CH3:23])=[C:14]([C:19]([OH:21])=[O:20])[N:15]2[OH:18])=[C:11]([C:24]([F:26])([F:27])[F:25])[CH:10]=1. The yield is 0.970. (4) The product is [C:5]([C:8]1[C:17]2[C:12](=[CH:13][CH:14]=[CH:15][CH:16]=2)[C:11]([C:18]([Cl:3])=[O:20])=[CH:10][CH:9]=1)(=[O:7])[CH3:6]. The reactants are S(Cl)([Cl:3])=O.[C:5]([C:8]1[C:17]2[C:12](=[CH:13][CH:14]=[CH:15][CH:16]=2)[C:11]([C:18]([OH:20])=O)=[CH:10][CH:9]=1)(=[O:7])[CH3:6]. The catalyst is C1(C)C=CC=CC=1. The yield is 0.987. (5) The reactants are [C:1]([C:3]1[C:8]2[N:9]=[C:10]([CH2:12][N:13](C)[C:14](=O)OCC3C=CC=CC=3)[O:11][C:7]=2[C:6]([F:25])=[C:5]([C:26]2[CH:31]=[CH:30][CH:29]=[CH:28][CH:27]=2)[C:4]=1[CH3:32])#[N:2]. The catalyst is [C].[Pd].C(O)C. The product is [F:25][C:6]1[C:5]([C:26]2[CH:31]=[CH:30][CH:29]=[CH:28][CH:27]=2)=[C:4]([CH3:32])[C:3]([C:1]#[N:2])=[C:8]2[C:7]=1[O:11][C:10]([CH2:12][NH:13][CH3:14])=[N:9]2. The yield is 0.690. (6) The reactants are [Si:1]([O:8][C:9]([CH3:24])([CH3:23])[CH2:10][O:11][N:12]1C(=O)C2C(=CC=CC=2)C1=O)([C:4]([CH3:7])([CH3:6])[CH3:5])([CH3:3])[CH3:2].CNN. The catalyst is C(Cl)Cl.C(OCC)C. The product is [Si:1]([O:8][C:9]([CH3:24])([CH3:23])[CH2:10][O:11][NH2:12])([C:4]([CH3:7])([CH3:6])[CH3:5])([CH3:3])[CH3:2]. The yield is 0.860. (7) The reactants are C(NC(C)C)(C)C.C([Li])CCC.[C:13]([O:17][C:18]([N:20]1[CH2:25][CH2:24][C:23](=[O:26])[CH2:22][CH2:21]1)=[O:19])([CH3:16])([CH3:15])[CH3:14].C1C=CC(N([S:34]([C:37]([F:40])([F:39])[F:38])(=[O:36])=[O:35])[S:34]([C:37]([F:40])([F:39])[F:38])(=[O:36])=[O:35])=CC=1. The catalyst is O1CCCC1. The product is [C:18]([N:20]1[CH2:21][CH:22]=[C:23]([O:26][S:34]([C:37]([F:40])([F:39])[F:38])(=[O:36])=[O:35])[CH2:24][CH2:25]1)([O:17][C:13]([CH3:16])([CH3:14])[CH3:15])=[O:19]. The yield is 0.900. (8) The reactants are C1CCC(N=C=NC2CCCCC2)CC1.[CH3:16][O:17][C:18]1[CH:26]=[CH:25][C:24]([O:27][CH3:28])=[CH:23][C:19]=1[C:20](O)=O.[CH3:29][NH:30][NH2:31].COC1C=CC(P2(SP(C3C=CC(OC)=CC=3)(=S)S2)=[S:41])=CC=1. The catalyst is CN(C1C=CN=CC=1)C.C(Cl)Cl.C(OCC)(=O)C. The product is [CH3:29][N:30]([C:20](=[S:41])[C:19]1[CH:23]=[C:24]([O:27][CH3:28])[CH:25]=[CH:26][C:18]=1[O:17][CH3:16])[NH2:31]. The yield is 0.820.